This data is from Reaction yield outcomes from USPTO patents with 853,638 reactions. The task is: Predict the reaction yield, written as a fraction of the theoretical maximum amount of product (1.0 means a 100% yield; for example, 0.34 means a 34% yield). (1) The reactants are [CH:1]1([N:7]2[CH2:11][CH2:10][CH:9]([CH2:12][C:13]3[C:18]([Cl:19])=[CH:17][CH:16]=[C:15]([OH:20])[C:14]=3[Cl:21])[C:8]2=[O:22])[CH2:6][CH2:5][CH2:4][CH2:3][CH2:2]1.[OH-].[NH4+].[I:25]I.Cl. The catalyst is [I-].[K+]. The product is [Cl:21][C:14]1[C:15]([OH:20])=[C:16]([I:25])[CH:17]=[C:18]([Cl:19])[C:13]=1[CH2:12][CH:9]1[CH2:10][CH2:11][N:7]([CH:1]2[CH2:2][CH2:3][CH2:4][CH2:5][CH2:6]2)[C:8]1=[O:22]. The yield is 0.880. (2) The reactants are [NH2:1][C:2]1[C:3]([CH3:13])=[C:4]([CH:9]=[C:10]([Br:12])[CH:11]=1)[C:5]([O:7][CH3:8])=[O:6].[CH3:14][C:15](=O)[CH2:16][CH3:17].C([BH3-])#N.[Na+]. The catalyst is CO.[Cl-].[Zn+2].[Cl-]. The product is [Br:12][C:10]1[CH:11]=[C:2]([NH:1][CH:15]([CH2:16][CH3:17])[CH3:14])[C:3]([CH3:13])=[C:4]([CH:9]=1)[C:5]([O:7][CH3:8])=[O:6]. The yield is 0.480. (3) The reactants are Cl.[F:2][C:3]([F:27])([F:26])[C:4]1[CH:9]=[CH:8][C:7]([N:10]2[CH2:15][CH2:14][CH:13]([O:16][C:17]3[N:18]=[CH:19][C:20]([C:23](O)=[O:24])=[N:21][CH:22]=3)[CH2:12][CH2:11]2)=[CH:6][CH:5]=1.C(N(CC)CC)C.O.ON1C2C=CC=CC=2N=N1.Cl.CN(C)CCCN=C=NCC.[NH2:58][CH:59]1[CH2:64][CH2:63][N:62]([C:65]([O:67][C:68]([CH3:71])([CH3:70])[CH3:69])=[O:66])[CH2:61][CH2:60]1. The catalyst is CN(C)C=O. The product is [F:26][C:3]([F:2])([F:27])[C:4]1[CH:9]=[CH:8][C:7]([N:10]2[CH2:15][CH2:14][CH:13]([O:16][C:17]3[N:18]=[CH:19][C:20]([C:23]([NH:58][CH:59]4[CH2:60][CH2:61][N:62]([C:65]([O:67][C:68]([CH3:71])([CH3:70])[CH3:69])=[O:66])[CH2:63][CH2:64]4)=[O:24])=[N:21][CH:22]=3)[CH2:12][CH2:11]2)=[CH:6][CH:5]=1. The yield is 0.440. (4) The yield is 0.929. The catalyst is O1CCCC1.C(OCC)(=O)C. The product is [CH2:34]([O:41][C:42]1[CH:49]=[C:48]([N:50]([CH2:55][CH2:56][CH2:57][CH3:58])[CH2:51][CH2:52][CH2:53][CH3:54])[CH:47]=[CH:46][C:43]=1[CH:44]=[CH:14][C:9]1[S:13][CH:12]=[CH:11][CH:10]=1)[C:35]1[CH:40]=[CH:39][CH:38]=[CH:37][CH:36]=1. The reactants are C1([Li])C=CC=CC=1.[Cl-].[C:9]1([CH2:14][P+](C2C=CC=CC=2)(C2C=CC=CC=2)C2C=CC=CC=2)[S:13][CH:12]=[CH:11][CH:10]=1.[CH2:34]([O:41][C:42]1[CH:49]=[C:48]([N:50]([CH2:55][CH2:56][CH2:57][CH3:58])[CH2:51][CH2:52][CH2:53][CH3:54])[CH:47]=[CH:46][C:43]=1[CH:44]=O)[C:35]1[CH:40]=[CH:39][CH:38]=[CH:37][CH:36]=1.O. (5) The reactants are [F:1][C:2]1[CH:3]=[C:4]([CH:40]=[CH:41][C:42]=1[O:43][CH3:44])[CH2:5][O:6][P:7]([C:20]1[CH:39]=[CH:38][C:23]([O:24][C:25]2[CH:26]=[C:27]([CH:31]=[C:32]([O:34][CH:35]([CH3:37])[CH3:36])[CH:33]=2)[C:28]([OH:30])=O)=[CH:22][CH:21]=1)([O:9][CH2:10][C:11]1[CH:16]=[CH:15][C:14]([O:17][CH3:18])=[C:13]([F:19])[CH:12]=1)=[O:8].[NH2:45][C:46]1[S:47][CH:48]=[CH:49][N:50]=1.CN(C(ON1N=NC2C=CC=NC1=2)=[N+](C)C)C.F[P-](F)(F)(F)(F)F.C(N(C(C)C)CC)(C)C. The catalyst is CN(C=O)C.CCOC(C)=O. The product is [F:19][C:13]1[CH:12]=[C:11]([CH:16]=[CH:15][C:14]=1[O:17][CH3:18])[CH2:10][O:9][P:7]([C:20]1[CH:21]=[CH:22][C:23]([O:24][C:25]2[CH:26]=[C:27]([C:28](=[O:30])[NH:45][C:46]3[S:47][CH:48]=[CH:49][N:50]=3)[CH:31]=[C:32]([O:34][CH:35]([CH3:36])[CH3:37])[CH:33]=2)=[CH:38][CH:39]=1)(=[O:8])[O:6][CH2:5][C:4]1[CH:40]=[CH:41][C:42]([O:43][CH3:44])=[C:2]([F:1])[CH:3]=1. The yield is 0.420.